Dataset: Full USPTO retrosynthesis dataset with 1.9M reactions from patents (1976-2016). Task: Predict the reactants needed to synthesize the given product. Given the product [F:1][C:2]1[CH:3]=[CH:4][C:5]([CH2:6][N:7]2[CH2:12][CH2:11][C:10](=[O:13])[CH2:9][C:8]2=[O:19])=[CH:20][CH:21]=1, predict the reactants needed to synthesize it. The reactants are: [F:1][C:2]1[CH:21]=[CH:20][C:5]([CH2:6][N:7]2[CH2:12][CH2:11][C:10]([OH:13])=[C:9](C(OCC)=O)[C:8]2=[O:19])=[CH:4][CH:3]=1.[Na].